This data is from Peptide-MHC class II binding affinity with 134,281 pairs from IEDB. The task is: Regression. Given a peptide amino acid sequence and an MHC pseudo amino acid sequence, predict their binding affinity value. This is MHC class II binding data. (1) The peptide sequence is MASSSSVLLVVVLFA. The MHC is HLA-DPA10103-DPB10201 with pseudo-sequence HLA-DPA10103-DPB10201. The binding affinity (normalized) is 0.473. (2) The peptide sequence is EKKYQAATQFEPLAA. The MHC is DRB1_1602 with pseudo-sequence DRB1_1602. The binding affinity (normalized) is 0.413. (3) The peptide sequence is LLCGIGCAMLHWSLIK. The MHC is DRB1_0901 with pseudo-sequence DRB1_0901. The binding affinity (normalized) is 0.532. (4) The peptide sequence is LELKKLGEVSWEEEA. The MHC is DRB1_0801 with pseudo-sequence DRB1_0801. The binding affinity (normalized) is 0.187. (5) The peptide sequence is PEMPALYEKKLALYL. The MHC is HLA-DQA10501-DQB10402 with pseudo-sequence HLA-DQA10501-DQB10402. The binding affinity (normalized) is 0.410. (6) The peptide sequence is KRVPMALQHFGWEVM. The binding affinity (normalized) is 0.630. The MHC is DRB1_0901 with pseudo-sequence DRB1_0901. (7) The peptide sequence is AAATAGTTVYGAEAA. The MHC is HLA-DPA10103-DPB10601 with pseudo-sequence HLA-DPA10103-DPB10601. The binding affinity (normalized) is 0. (8) The peptide sequence is AGALEVHAVKPVTEE. The MHC is DRB4_0101 with pseudo-sequence DRB4_0103. The binding affinity (normalized) is 0.0899.